From a dataset of Full USPTO retrosynthesis dataset with 1.9M reactions from patents (1976-2016). Predict the reactants needed to synthesize the given product. Given the product [Br:32][CH2:33][CH2:34][N:1]1[C:5]([C:6]([O:8][CH2:9][C:10]2[CH:15]=[CH:14][CH:13]=[CH:12][CH:11]=2)=[O:7])=[CH:4][C:3]([C:16]([O:18][CH2:19][C:20]2[CH:25]=[CH:24][CH:23]=[CH:22][CH:21]=2)=[O:17])=[N:2]1, predict the reactants needed to synthesize it. The reactants are: [NH:1]1[C:5]([C:6]([O:8][CH2:9][C:10]2[CH:15]=[CH:14][CH:13]=[CH:12][CH:11]=2)=[O:7])=[CH:4][C:3]([C:16]([O:18][CH2:19][C:20]2[CH:25]=[CH:24][CH:23]=[CH:22][CH:21]=2)=[O:17])=[N:2]1.C(=O)([O-])[O-].[K+].[K+].[Br:32][CH2:33][CH2:34]Br.CO.C(Cl)Cl.